This data is from Catalyst prediction with 721,799 reactions and 888 catalyst types from USPTO. The task is: Predict which catalyst facilitates the given reaction. (1) Reactant: [CH3:1][O:2][C:3]1[CH:4]=[C:5]([C:11]2[C:19]3[C:14](=[N:15][CH:16]=[CH:17][CH:18]=3)[NH:13][CH:12]=2)[CH:6]=[CH:7][C:8]=1[O:9][CH3:10].[H-].[Na+].[CH2:22]([O:24][C:25]1[CH:34]=[CH:33][C:32]2[C:27](=[CH:28][CH:29]=[CH:30][CH:31]=2)[C:26]=1[C:35](Cl)=[O:36])[CH3:23]. Product: [CH3:1][O:2][C:3]1[CH:4]=[C:5]([C:11]2[C:19]3[C:14](=[N:15][CH:16]=[CH:17][CH:18]=3)[N:13]([C:35]([C:26]3[C:27]4[C:32](=[CH:31][CH:30]=[CH:29][CH:28]=4)[CH:33]=[CH:34][C:25]=3[O:24][CH2:22][CH3:23])=[O:36])[CH:12]=2)[CH:6]=[CH:7][C:8]=1[O:9][CH3:10]. The catalyst class is: 3. (2) Reactant: [H-].[H-].[H-].[H-].[Li+].[Al+3].[Cl:7][C:8]1[CH:13]=[CH:12][C:11]([CH:14]2[CH2:16][CH:15]2[C:17](OC)=[O:18])=[CH:10][CH:9]=1. Product: [Cl:7][C:8]1[CH:9]=[CH:10][C:11]([C@@H:14]2[CH2:16][C@H:15]2[CH2:17][OH:18])=[CH:12][CH:13]=1. The catalyst class is: 1. (3) Reactant: FC(F)(F)C(O)=O.[OH:8][CH2:9][CH2:10][C:11]1[CH:12]=[C:13]([CH:35]=[CH:36][CH:37]=1)[CH2:14][N:15]1[CH2:34][CH2:33][C:18]2([O:23][C:22]([CH3:25])([CH3:24])[CH2:21][N:20](C(OC(C)(C)C)=O)[CH2:19]2)[CH2:17][CH2:16]1.C1(C)C=CC=CC=1. Product: [CH3:24][C:22]1([CH3:25])[CH2:21][NH:20][CH2:19][C:18]2([CH2:33][CH2:34][N:15]([CH2:14][C:13]3[CH:12]=[C:11]([CH2:10][CH2:9][OH:8])[CH:37]=[CH:36][CH:35]=3)[CH2:16][CH2:17]2)[O:23]1. The catalyst class is: 2. (4) Reactant: [NH:1]1[CH2:11][CH2:10][CH:4]([C:5]([O:7][CH2:8][CH3:9])=[O:6])[CH2:3][CH2:2]1.[CH3:12][C:13]([O:16][C:17](O[C:17]([O:16][C:13]([CH3:15])([CH3:14])[CH3:12])=[O:18])=[O:18])([CH3:15])[CH3:14].O. Product: [CH2:8]([O:7][C:5]([CH:4]1[CH2:3][CH2:2][N:1]([C:17]([O:16][C:13]([CH3:15])([CH3:14])[CH3:12])=[O:18])[CH2:11][CH2:10]1)=[O:6])[CH3:9]. The catalyst class is: 13. (5) Reactant: [Br:1][C:2]1[CH:7]=[CH:6][C:5]([C:8]([C:10]2[CH:11]=[N:12][CH:13]=[N:14][CH:15]=2)=O)=[C:4]([F:16])[CH:3]=1.[NH:17]([C:19]([O:21][C:22]([CH3:25])([CH3:24])[CH3:23])=[O:20])[NH2:18]. Product: [Br:1][C:2]1[CH:7]=[CH:6][C:5]([C:8]([C:10]2[CH:11]=[N:12][CH:13]=[N:14][CH:15]=2)=[N:18][NH:17][C:19]([O:21][C:22]([CH3:25])([CH3:24])[CH3:23])=[O:20])=[C:4]([F:16])[CH:3]=1. The catalyst class is: 404.